Dataset: Forward reaction prediction with 1.9M reactions from USPTO patents (1976-2016). Task: Predict the product of the given reaction. (1) Given the reactants C([N:8]1[CH2:13][CH2:12][CH:11]([OH:14])[CH2:10][CH2:9]1)(OC(C)(C)C)=O.[C:15]([C:17]1[CH:22]=[CH:21][CH:20]=[CH:19][C:18]=1O)#[N:16].C1(P(C2C=CC=CC=2)C2C=CC=CC=2)C=CC=CC=1.N(C(OC(C)(C)C)=O)=NC(OC(C)(C)C)=O, predict the reaction product. The product is: [NH:8]1[CH2:9][CH2:10][CH:11]([O:14][C:18]2[CH:19]=[CH:20][CH:21]=[CH:22][C:17]=2[C:15]#[N:16])[CH2:12][CH2:13]1. (2) Given the reactants [NH2:1][C:2]1[CH:3]=[N:4][CH:5]=[C:6]([Br:8])[CH:7]=1.[C:9]([O:13][C:14](O[C:14]([O:13][C:9]([CH3:12])([CH3:11])[CH3:10])=[O:15])=[O:15])([CH3:12])([CH3:11])[CH3:10].C(N(CC)CC)C, predict the reaction product. The product is: [Br:8][C:6]1[CH:7]=[C:2]([NH:1][C:14](=[O:15])[O:13][C:9]([CH3:12])([CH3:11])[CH3:10])[CH:3]=[N:4][CH:5]=1. (3) The product is: [N:1]1[CH:2]=[N:3][N:4]2[CH:9]=[CH:8][C:7]([O:10][C:11]3[CH:16]=[CH:15][C:14]([NH:17][C:18]4[C:27]5[C:22](=[CH:23][CH:24]=[C:25]([NH:28][C:29]([NH:33][C:32]([CH3:35])([CH3:34])[CH2:31][OH:30])=[S:47])[CH:26]=5)[N:21]=[CH:20][N:19]=4)=[CH:13][C:12]=3[CH3:36])=[CH:6][C:5]=12. Given the reactants [N:1]1[CH:2]=[N:3][N:4]2[CH:9]=[CH:8][C:7]([O:10][C:11]3[CH:16]=[CH:15][C:14]([NH:17][C:18]4[C:27]5[C:22](=[CH:23][CH:24]=[C:25]([NH:28][C:29]6[O:30][CH2:31][C:32]([CH3:35])([CH3:34])[N:33]=6)[CH:26]=5)[N:21]=[CH:20][N:19]=4)=[CH:13][C:12]=3[CH3:36])=[CH:6][C:5]=12.C(C1C=C(NC(NC(C)(C)CO)=[S:47])C=CC=1/N=C/N(C)C)#N.N1C=NN2C=CC(OC3C=CC(N)=CC=3C)=CC=12, predict the reaction product. (4) Given the reactants Br[C:2]1[C:7]([Cl:8])=[CH:6][C:5]([NH:9][C:10]2[N:14]=[C:13]([NH2:15])[NH:12][N:11]=2)=[CH:4][C:3]=1[Cl:16].[C:17]([NH:22][C:23]1[CH:24]=[C:25](B(O)O)[CH:26]=[CH:27][CH:28]=1)(=[O:21])[CH:18]([CH3:20])[CH3:19].C([O-])([O-])=O.[Cs+].[Cs+], predict the reaction product. The product is: [NH2:15][C:13]1[NH:12][N:11]=[C:10]([NH:9][C:5]2[CH:6]=[C:7]([Cl:8])[C:2]([C:25]3[CH:26]=[CH:27][CH:28]=[C:23]([NH:22][C:17](=[O:21])[CH:18]([CH3:19])[CH3:20])[CH:24]=3)=[C:3]([Cl:16])[CH:4]=2)[N:14]=1.